From a dataset of Catalyst prediction with 721,799 reactions and 888 catalyst types from USPTO. Predict which catalyst facilitates the given reaction. (1) Reactant: Cl[CH2:2][CH2:3][CH2:4][S:5]([N:8]1[CH2:13][CH2:12][CH:11]([C:14]2[C:22]3[C:17](=[C:18]([C:28]([NH2:30])=[O:29])[CH:19]=[C:20]([C:23]4[CH:27]=[CH:26][S:25][CH:24]=4)[CH:21]=3)[NH:16][N:15]=2)[CH2:10][CH2:9]1)(=[O:7])=[O:6].C([O-])([O-])=O.[K+].[K+].[I-].[Na+].[NH:39]1[CH2:43][CH2:42][CH2:41][CH2:40]1. Product: [N:39]1([CH2:2][CH2:3][CH2:4][S:5]([N:8]2[CH2:13][CH2:12][CH:11]([C:14]3[C:22]4[C:17](=[C:18]([C:28]([NH2:30])=[O:29])[CH:19]=[C:20]([C:23]5[CH:27]=[CH:26][S:25][CH:24]=5)[CH:21]=4)[NH:16][N:15]=3)[CH2:10][CH2:9]2)(=[O:7])=[O:6])[CH2:43][CH2:42][CH2:41][CH2:40]1. The catalyst class is: 3. (2) Reactant: [ClH:1].[CH3:2][C:3]1[NH:18][C:6]2[N:7]=[C:8]([C:12]3[CH:17]=[CH:16][CH:15]=[CH:14][CH:13]=3)[N:9]=[C:10](O)[C:5]=2[CH:4]=1.P(Cl)(Cl)([Cl:21])=O. Product: [ClH:21].[Cl:1][C:10]1[C:5]2[CH:4]=[C:3]([CH3:2])[NH:18][C:6]=2[N:7]=[C:8]([C:12]2[CH:17]=[CH:16][CH:15]=[CH:14][CH:13]=2)[N:9]=1. The catalyst class is: 6. (3) Reactant: O1CCCCC1[O:7][CH:8]([CH2:27][CH2:28][CH2:29][CH2:30][CH2:31][C:32]([CH3:43])([CH3:42])[CH2:33][C:34](=[O:41])[C:35]1[CH:40]=[CH:39][CH:38]=[N:37][CH:36]=1)[CH2:9][CH2:10][CH2:11][CH2:12][CH2:13][C:14]([CH3:26])([CH3:25])[CH2:15][O:16][C:17](=[O:24])[C:18]1[CH:23]=[CH:22][CH:21]=[N:20][CH:19]=1.C(O)(=O)C.C1COCC1. Product: [OH:7][CH:8]([CH2:27][CH2:28][CH2:29][CH2:30][CH2:31][C:32]([CH3:43])([CH3:42])[CH2:33][C:34](=[O:41])[C:35]1[CH:40]=[CH:39][CH:38]=[N:37][CH:36]=1)[CH2:9][CH2:10][CH2:11][CH2:12][CH2:13][C:14]([CH3:26])([CH3:25])[CH2:15][O:16][C:17](=[O:24])[C:18]1[CH:23]=[CH:22][CH:21]=[N:20][CH:19]=1. The catalyst class is: 6. (4) Reactant: Cl[C:2]1[CH:7]=[CH:6][C:5](Cl)=[CH:4][CH:3]=1.[CH2:9]([Mg]Br)[CH2:10][CH2:11][CH2:12][CH2:13][CH3:14]. Product: [CH2:9]([C:2]1[CH:7]=[CH:6][C:5]([CH2:6][CH2:7][CH2:2][CH2:3][CH2:4][CH3:5])=[CH:4][CH:3]=1)[CH2:10][CH2:11][CH2:12][CH2:13][CH3:14]. The catalyst class is: 28. (5) Reactant: [CH:1]1([N:4]2[C:8]([C:9]([O:11][CH2:12][CH3:13])=[O:10])=[CH:7][C:6]([C:14]([F:17])([F:16])[F:15])=[N:5]2)[CH2:3][CH2:2]1.[Cl:18][C:19]1[CH:26]=[CH:25][C:22]([CH:23]=[O:24])=[CH:21][CH:20]=1. Product: [Cl:18][C:19]1[CH:26]=[CH:25][C:22]([CH:23]([OH:24])[C:7]2[C:6]([C:14]([F:17])([F:16])[F:15])=[N:5][N:4]([CH:1]3[CH2:3][CH2:2]3)[C:8]=2[C:9]([O:11][CH2:12][CH3:13])=[O:10])=[CH:21][CH:20]=1. The catalyst class is: 81. (6) Reactant: [NH2:1][C:2]1[CH:9]=[C:8]([O:10][CH2:11][CH:12]2[CH2:17][CH2:16][N:15]([CH3:18])[CH2:14][CH2:13]2)[C:7]([O:19][CH3:20])=[CH:6][C:3]=1[C:4]#[N:5].[CH3:21][N:22]([CH:24]=O)[CH3:23].C[C:21]([N:22]([CH3:24])[CH3:23])=O. Product: [C:4]([C:3]1[CH:6]=[C:7]([O:19][CH3:20])[C:8]([O:10][CH2:11][CH:12]2[CH2:13][CH2:14][N:15]([CH3:18])[CH2:16][CH2:17]2)=[CH:9][C:2]=1[N:1]=[CH:21][N:22]([CH3:24])[CH3:23])#[N:5]. The catalyst class is: 11. (7) Reactant: [CH2:1]([O:8][CH2:9][CH2:10][O:11][C:12]1[CH:21]=[CH:20][C:15]([C:16]([O:18]C)=[O:17])=[C:14]([Cl:22])[CH:13]=1)[C:2]1[CH:7]=[CH:6][CH:5]=[CH:4][CH:3]=1.[OH-].[Na+].Cl. Product: [CH2:1]([O:8][CH2:9][CH2:10][O:11][C:12]1[CH:21]=[CH:20][C:15]([C:16]([OH:18])=[O:17])=[C:14]([Cl:22])[CH:13]=1)[C:2]1[CH:3]=[CH:4][CH:5]=[CH:6][CH:7]=1. The catalyst class is: 5. (8) Reactant: [OH:1][C:2]1[C:10]2[O:9][C:8]([NH:11][CH2:12][C:13]([OH:15])=[O:14])=[C:7]([C:16](=[O:29])[C:17]3[CH:22]=[C:21]([O:23][CH3:24])[C:20]([O:25][CH3:26])=[C:19]([O:27][CH3:28])[CH:18]=3)[C:6]=2[CH:5]=[CH:4][C:3]=1[O:30][CH3:31].[CH3:32][Si](Cl)(C)C. Product: [CH3:32][O:14][C:13](=[O:15])[CH2:12][NH:11][C:8]1[O:9][C:10]2[C:2]([OH:1])=[C:3]([O:30][CH3:31])[CH:4]=[CH:5][C:6]=2[C:7]=1[C:16](=[O:29])[C:17]1[CH:18]=[C:19]([O:27][CH3:28])[C:20]([O:25][CH3:26])=[C:21]([O:23][CH3:24])[CH:22]=1. The catalyst class is: 5. (9) Reactant: [CH2:1]([C:8]1[C:17]2[C:12](=[CH:13][CH:14]=[CH:15][CH:16]=2)[C:11](Cl)=[N:10][N:9]=1)[C:2]1[CH:7]=[CH:6][CH:5]=[CH:4][CH:3]=1.[CH3:19][N:20]1[C:24]([C:25]2[CH:26]=[C:27]([CH:29]=[CH:30][CH:31]=2)[NH2:28])=[CH:23][N:22]=[C:21]1[CH3:32]. Product: [CH2:1]([C:8]1[C:17]2[C:12](=[CH:13][CH:14]=[CH:15][CH:16]=2)[C:11]([NH:28][C:27]2[CH:29]=[CH:30][CH:31]=[C:25]([C:24]3[N:20]([CH3:19])[C:21]([CH3:32])=[N:22][CH:23]=3)[CH:26]=2)=[N:10][N:9]=1)[C:2]1[CH:7]=[CH:6][CH:5]=[CH:4][CH:3]=1. The catalyst class is: 17. (10) Reactant: [C:1]([O:8][CH3:9])(=[O:7])[CH2:2][C:3]([O:5][CH3:6])=[O:4].[H-].[Na+].[Br:12][C:13]1[CH:18]=[CH:17][C:16](F)=[C:15]([N+:20]([O-:22])=[O:21])[CH:14]=1. Product: [Br:12][C:13]1[CH:18]=[CH:17][C:16]([CH:2]([C:1]([O:8][CH3:9])=[O:7])[C:3]([O:5][CH3:6])=[O:4])=[C:15]([N+:20]([O-:22])=[O:21])[CH:14]=1. The catalyst class is: 3.